This data is from Forward reaction prediction with 1.9M reactions from USPTO patents (1976-2016). The task is: Predict the product of the given reaction. (1) Given the reactants [F:1][C:2]1[CH:3]=[C:4]([CH:7]=[CH:8][C:9]=1[O:10][C:11]1[CH:16]=[CH:15][C:14]([O:17][CH3:18])=[CH:13][CH:12]=1)[CH:5]=O.[NH3:19], predict the reaction product. The product is: [F:1][C:2]1[CH:3]=[C:4]([CH:7]=[CH:8][C:9]=1[O:10][C:11]1[CH:16]=[CH:15][C:14]([O:17][CH3:18])=[CH:13][CH:12]=1)[CH2:5][NH2:19]. (2) Given the reactants [CH3:1][N:2]([CH3:30])[CH2:3][CH2:4][NH:5][C:6]([C:8]1[CH:9]=[C:10]([CH:14]2[C:23]([CH3:25])([CH3:24])[CH2:22][C:21]3[C:16](=[CH:17][CH:18]=[C:19]([C:26]([O:28]C)=[O:27])[CH:20]=3)[NH:15]2)[CH:11]=[CH:12][CH:13]=1)=[O:7].[OH-].[Na+], predict the reaction product. The product is: [CH3:30][N:2]([CH3:1])[CH2:3][CH2:4][NH:5][C:6]([C:8]1[CH:9]=[C:10]([CH:14]2[C:23]([CH3:25])([CH3:24])[CH2:22][C:21]3[C:16](=[CH:17][CH:18]=[C:19]([C:26]([OH:28])=[O:27])[CH:20]=3)[NH:15]2)[CH:11]=[CH:12][CH:13]=1)=[O:7].